Dataset: Full USPTO retrosynthesis dataset with 1.9M reactions from patents (1976-2016). Task: Predict the reactants needed to synthesize the given product. The reactants are: [OH-].[Na+].[Cl:3][C:4]1[CH:5]=[C:6]([C:14]2[O:18][N:17]=[C:16]([C:19]3[CH:24]=[CH:23][N:22]=[C:21]4[N:25]([CH2:28][CH2:29][C:30]([O:32]CC)=[O:31])[CH:26]=[CH:27][C:20]=34)[N:15]=2)[CH:7]=[N:8][C:9]=1[O:10][CH:11]([CH3:13])[CH3:12]. Given the product [Cl:3][C:4]1[CH:5]=[C:6]([C:14]2[O:18][N:17]=[C:16]([C:19]3[CH:24]=[CH:23][N:22]=[C:21]4[N:25]([CH2:28][CH2:29][C:30]([OH:32])=[O:31])[CH:26]=[CH:27][C:20]=34)[N:15]=2)[CH:7]=[N:8][C:9]=1[O:10][CH:11]([CH3:13])[CH3:12], predict the reactants needed to synthesize it.